This data is from Reaction yield outcomes from USPTO patents with 853,638 reactions. The task is: Predict the reaction yield, written as a fraction of the theoretical maximum amount of product (1.0 means a 100% yield; for example, 0.34 means a 34% yield). (1) The reactants are [NH2:1][C:2]1[N:6]([C@@H:7]2[CH2:12][CH2:11][CH2:10][N:9]([C:13]([O:15][C:16]([CH3:19])([CH3:18])[CH3:17])=[O:14])[CH2:8]2)[N:5]=[C:4]([C:20]2[CH:25]=[CH:24][C:23]([O:26][CH2:27][C:28]3[CH:33]=[CH:32][CH:31]=[CH:30][CH:29]=3)=[CH:22][CH:21]=2)[C:3]=1[C:34]#[N:35].OO.CS(C)=[O:40].[OH-].[Na+]. The catalyst is CCO.O. The product is [NH2:1][C:2]1[N:6]([C@@H:7]2[CH2:12][CH2:11][CH2:10][N:9]([C:13]([O:15][C:16]([CH3:19])([CH3:17])[CH3:18])=[O:14])[CH2:8]2)[N:5]=[C:4]([C:20]2[CH:21]=[CH:22][C:23]([O:26][CH2:27][C:28]3[CH:29]=[CH:30][CH:31]=[CH:32][CH:33]=3)=[CH:24][CH:25]=2)[C:3]=1[C:34](=[O:40])[NH2:35]. The yield is 0.451. (2) The reactants are [OH:1][C:2]1[CH:3]=[N:4][CH:5]=[C:6]([CH3:8])[CH:7]=1.C(N(CC)CC)C.[S:16](O[S:16]([C:19]([F:22])([F:21])[F:20])(=[O:18])=[O:17])([C:19]([F:22])([F:21])[F:20])(=[O:18])=[O:17]. The catalyst is C(Cl)Cl. The product is [F:20][C:19]([F:22])([F:21])[S:16]([O:1][C:2]1[CH:3]=[N:4][CH:5]=[C:6]([CH3:8])[CH:7]=1)(=[O:18])=[O:17]. The yield is 0.570. (3) The reactants are [CH:1]12[CH2:7][CH:4]([CH:5]=[CH:6]1)[C:3](=[O:8])[NH:2]2.N1C=CC=CC=1.[C:15](Cl)(=[O:17])[CH3:16].O. The catalyst is C(#N)C. The product is [C:15]([N:2]1[C:3](=[O:8])[CH:4]2[CH2:7][CH:1]1[CH:6]=[CH:5]2)(=[O:17])[CH3:16]. The yield is 0.710. (4) The reactants are [Si]([O:8][CH2:9][C:10]1[N:15]=[C:14]([N:16]([CH3:24])[C:17]2[CH:22]=[CH:21][N:20]=[C:19](Cl)[N:18]=2)[C:13]([CH3:25])=[CH:12][CH:11]=1)(C(C)(C)C)(C)C.[N:26]1([C:32]2[CH:33]=[C:34]([CH:36]=[C:37]([N:39]3[CH2:44][CH2:43][O:42][CH2:41][CH2:40]3)[CH:38]=2)[NH2:35])[CH2:31][CH2:30][O:29][CH2:28][CH2:27]1.Cl.O1CCOCC1. The catalyst is CC(O)CCC. The product is [O:42]1[CH2:43][CH2:44][N:39]([C:37]2[CH:36]=[C:34]([NH:35][C:19]3[N:18]=[C:17]([N:16]([CH3:24])[C:14]4[N:15]=[C:10]([CH2:9][OH:8])[CH:11]=[CH:12][C:13]=4[CH3:25])[CH:22]=[CH:21][N:20]=3)[CH:33]=[C:32]([N:26]3[CH2:27][CH2:28][O:29][CH2:30][CH2:31]3)[CH:38]=2)[CH2:40][CH2:41]1. The yield is 0.503. (5) The reactants are [Cl-].O[NH3+:3].[C:4](=[O:7])([O-])[OH:5].[Na+].CS(C)=O.[CH2:13]([C:17]1[N:21]([CH2:22][C:23]2[CH:28]=[CH:27][C:26]([C:29]3[C:30]([C:35]#[N:36])=[CH:31][CH:32]=[CH:33][CH:34]=3)=[CH:25][CH:24]=2)[C:20](=[O:37])[N:19]([C:38]2[CH:39]=[CH:40][C:41]3[O:45][C:44]([CH3:47])([CH3:46])[CH2:43][C:42]=3[CH:48]=2)[N:18]=1)[CH2:14][CH2:15][CH3:16]. The catalyst is C(OCC)(=O)C. The product is [CH2:13]([C:17]1[N:21]([CH2:22][C:23]2[CH:24]=[CH:25][C:26]([C:29]3[CH:34]=[CH:33][CH:32]=[CH:31][C:30]=3[C:35]3[NH:3][C:4](=[O:7])[O:5][N:36]=3)=[CH:27][CH:28]=2)[C:20](=[O:37])[N:19]([C:38]2[CH:39]=[CH:40][C:41]3[O:45][C:44]([CH3:47])([CH3:46])[CH2:43][C:42]=3[CH:48]=2)[N:18]=1)[CH2:14][CH2:15][CH3:16]. The yield is 0.380. (6) The yield is 0.800. The catalyst is CN(C1C=CN=CC=1)C.C(Cl)Cl. The product is [C:11]([O:10][C:8](=[O:9])[NH:1][C:2]([C:5](=[O:7])[N:16]([O:17][CH3:18])[CH3:15])([CH3:3])[CH3:4])([CH3:14])([CH3:13])[CH3:12]. The reactants are [NH:1]([C:8]([O:10][C:11]([CH3:14])([CH3:13])[CH3:12])=[O:9])[C:2]([C:5]([OH:7])=O)([CH3:4])[CH3:3].[CH3:15][NH:16][O:17][CH3:18].Cl.CCN(C(C)C)C(C)C.C1CCC(N=C=NC2CCCCC2)CC1. (7) The reactants are C(=O)([O-])[O-].[Cs+].[Cs+].[Cl:7][C:8]1[CH:12]=[N:11][N:10]([CH3:13])[C:9]=1[C:14]1[CH:15]=[C:16]([NH:21][C:22](=[O:33])[C:23]2[CH:28]=[CH:27][CH:26]=[C:25]([C:29]([F:32])([F:31])[F:30])[CH:24]=2)[CH:17]=[CH:18][C:19]=1[OH:20].CS(O[CH2:39][C:40]([CH3:45])([N+:42]([O-:44])=[O:43])[CH3:41])(=O)=O.O. The catalyst is CC(N(C)C)=O. The product is [N+:42]([C:40]([CH3:45])([CH3:41])[CH2:39][O:20][C:19]1[CH:18]=[CH:17][C:16]([NH:21][C:22](=[O:33])[C:23]2[CH:28]=[CH:27][CH:26]=[C:25]([C:29]([F:31])([F:30])[F:32])[CH:24]=2)=[CH:15][C:14]=1[C:9]1[N:10]([CH3:13])[N:11]=[CH:12][C:8]=1[Cl:7])([O-:44])=[O:43]. The yield is 0.680.